From a dataset of NCI-60 drug combinations with 297,098 pairs across 59 cell lines. Regression. Given two drug SMILES strings and cell line genomic features, predict the synergy score measuring deviation from expected non-interaction effect. (1) Drug 1: CC(CN1CC(=O)NC(=O)C1)N2CC(=O)NC(=O)C2. Drug 2: CCC1(C2=C(COC1=O)C(=O)N3CC4=CC5=C(C=CC(=C5CN(C)C)O)N=C4C3=C2)O.Cl. Cell line: MDA-MB-435. Synergy scores: CSS=16.9, Synergy_ZIP=-4.49, Synergy_Bliss=1.55, Synergy_Loewe=-62.2, Synergy_HSA=1.11. (2) Drug 2: C1CC(CCC1OC2=C(C(=CC=C2)Cl)F)(CC3=NC(=CC=C3)NC4=NC=CS4)C(=O)O. Synergy scores: CSS=50.7, Synergy_ZIP=-1.16, Synergy_Bliss=1.07, Synergy_Loewe=-2.57, Synergy_HSA=2.77. Cell line: UACC62. Drug 1: C1=CC=C(C=C1)NC(=O)CCCCCCC(=O)NO. (3) Drug 1: CC1=CC=C(C=C1)C2=CC(=NN2C3=CC=C(C=C3)S(=O)(=O)N)C(F)(F)F. Drug 2: CCC1(CC2CC(C3=C(CCN(C2)C1)C4=CC=CC=C4N3)(C5=C(C=C6C(=C5)C78CCN9C7C(C=CC9)(C(C(C8N6C)(C(=O)OC)O)OC(=O)C)CC)OC)C(=O)OC)O.OS(=O)(=O)O. Cell line: HS 578T. Synergy scores: CSS=-2.04, Synergy_ZIP=0.935, Synergy_Bliss=3.53, Synergy_Loewe=2.00, Synergy_HSA=0.484. (4) Drug 1: CCC1(C2=C(COC1=O)C(=O)N3CC4=CC5=C(C=CC(=C5CN(C)C)O)N=C4C3=C2)O.Cl. Drug 2: N.N.Cl[Pt+2]Cl. Cell line: RPMI-8226. Synergy scores: CSS=67.6, Synergy_ZIP=-0.0916, Synergy_Bliss=-0.364, Synergy_Loewe=2.57, Synergy_HSA=4.93. (5) Drug 1: CN1C(=O)N2C=NC(=C2N=N1)C(=O)N. Drug 2: C1=NNC2=C1C(=O)NC=N2. Cell line: A498. Synergy scores: CSS=5.11, Synergy_ZIP=-0.508, Synergy_Bliss=2.44, Synergy_Loewe=-0.163, Synergy_HSA=0.788.